From a dataset of Forward reaction prediction with 1.9M reactions from USPTO patents (1976-2016). Predict the product of the given reaction. (1) Given the reactants [CH:1]([C:4]1[CH:10]=[CH:9][CH:8]=[C:7]([CH:11]([CH3:13])[CH3:12])[C:5]=1[NH2:6])([CH3:3])[CH3:2].[Cl:14][CH2:15][C:16](=O)[CH3:17], predict the reaction product. The product is: [Cl:14][CH2:15][C:16](=[N:6][C:5]1[C:4]([CH:1]([CH3:3])[CH3:2])=[CH:10][CH:9]=[CH:8][C:7]=1[CH:11]([CH3:13])[CH3:12])[CH3:17]. (2) Given the reactants CN(C)/[CH:3]=[CH:4]/[C:5]([C:7]1[S:11][C:10]([N:12]=CN(C)C)=[N:9][C:8]=1[CH3:17])=O.[Cl:19][C:20]1[CH:25]=[CH:24][CH:23]=[C:22]([Cl:26])[C:21]=1[CH2:27][C:28]([NH2:30])=[NH:29].COCCO.[OH-].[Na+], predict the reaction product. The product is: [Cl:19][C:20]1[CH:25]=[CH:24][CH:23]=[C:22]([Cl:26])[C:21]=1[CH2:27][C:28]1[N:30]=[C:5]([C:7]2[S:11][C:10]([NH2:12])=[N:9][C:8]=2[CH3:17])[CH:4]=[CH:3][N:29]=1. (3) Given the reactants [NH2:1][C:2]1[CH:23]=[CH:22][C:5]([O:6][C:7]2[CH:8]=[CH:9][C:10]3[N:11]([CH:13]=[C:14]([NH:16][C:17]([CH:19]4[CH2:21][CH2:20]4)=[O:18])[N:15]=3)[N:12]=2)=[CH:4][CH:3]=1.C(N(CC)CC)C.[CH3:31][N:32]1[C:36]([C:37](Cl)=[O:38])=[CH:35][C:34]([CH3:40])=[N:33]1, predict the reaction product. The product is: [CH:19]1([C:17]([NH:16][C:14]2[N:15]=[C:10]3[CH:9]=[CH:8][C:7]([O:6][C:5]4[CH:22]=[CH:23][C:2]([NH:1][C:37]([C:36]5[N:32]([CH3:31])[N:33]=[C:34]([CH3:40])[CH:35]=5)=[O:38])=[CH:3][CH:4]=4)=[N:12][N:11]3[CH:13]=2)=[O:18])[CH2:20][CH2:21]1. (4) Given the reactants [C:1]([O:4][CH2:5][C:6]1[C:11]([N:12]2[CH2:23][CH2:22][N:21]3[C:14](=[CH:15][C:16]4[CH2:17][C:18]([CH3:25])([CH3:24])[CH2:19][C:20]=43)[C:13]2=[O:26])=[CH:10][CH:9]=[CH:8][C:7]=1Br)(=[O:3])[CH3:2].[CH2:28]([N:30]1[CH2:35][CH2:34][N:33]([C:36]2[CH:37]=[CH:38][C:39]([NH:42][C:43]3[C:44](=[O:59])[N:45]([CH3:58])[CH:46]=[C:47](B4OC(C)(C)C(C)(C)O4)[CH:48]=3)=[N:40][CH:41]=2)[CH2:32][CH2:31]1)[CH3:29].C([O-])([O-])=O.[Na+].[Na+].COCCOC, predict the reaction product. The product is: [CH2:28]([N:30]1[CH2:35][CH2:34][N:33]([C:36]2[CH:37]=[CH:38][C:39]([NH:42][C:43]3[C:44](=[O:59])[N:45]([CH3:58])[CH:46]=[C:47]([C:7]4[C:6]([CH2:5][O:4][C:1](=[O:3])[CH3:2])=[C:11]([N:12]5[CH2:23][CH2:22][N:21]6[C:14](=[CH:15][C:16]7[CH2:17][C:18]([CH3:24])([CH3:25])[CH2:19][C:20]=76)[C:13]5=[O:26])[CH:10]=[CH:9][CH:8]=4)[CH:48]=3)=[N:40][CH:41]=2)[CH2:32][CH2:31]1)[CH3:29]. (5) Given the reactants [S:1]1[C:5]2[CH:6]=[CH:7][CH:8]=[CH:9][C:4]=2[N:3]=[C:2]1[O:10][C:11]1[CH:12]=[CH:13][C:14]2[O:18][C:17]([CH2:19]O)=[CH:16][C:15]=2[CH:21]=1.CCN(C(C)C)C(C)C.S(Cl)([Cl:33])=O, predict the reaction product. The product is: [Cl:33][CH2:19][C:17]1[O:18][C:14]2[CH:13]=[CH:12][C:11]([O:10][C:2]3[S:1][C:5]4[CH:6]=[CH:7][CH:8]=[CH:9][C:4]=4[N:3]=3)=[CH:21][C:15]=2[CH:16]=1. (6) The product is: [C:15]([O:14][C:12]([NH:11][C:9]1[O:10][C:4]2[C:5](=[N:6][CH:7]=[C:2]([C:26]3[C:25]([F:24])=[CH:30][CH:29]=[CH:28][C:27]=3[F:31])[CH:3]=2)[C:8]=1[C:19]([O:21][CH2:22][CH3:23])=[O:20])=[O:13])([CH3:18])([CH3:17])[CH3:16]. Given the reactants Br[C:2]1[CH:3]=[C:4]2[O:10][C:9]([NH:11][C:12]([O:14][C:15]([CH3:18])([CH3:17])[CH3:16])=[O:13])=[C:8]([C:19]([O:21][CH2:22][CH3:23])=[O:20])[C:5]2=[N:6][CH:7]=1.[F:24][C:25]1[CH:30]=[CH:29][CH:28]=[C:27]([F:31])[C:26]=1B(O)O.[O-]P([O-])([O-])=O.[K+].[K+].[K+], predict the reaction product. (7) Given the reactants Br[C:2]1[CH:3]=[C:4]([NH:8][C:9]2[C:13]3[CH2:14][N:15]([C:18](=[O:20])[CH3:19])[CH2:16][CH2:17][C:12]=3[N:11]([CH3:21])[N:10]=2)[CH:5]=[CH:6][CH:7]=1.CC1(C)C(C)(C)OB([C:30]2[S:34][CH:33]=[N:32][CH:31]=2)O1.ClCCl.C([O-])([O-])=O.[Na+].[Na+], predict the reaction product. The product is: [CH3:21][N:11]1[C:12]2[CH2:17][CH2:16][N:15]([C:18](=[O:20])[CH3:19])[CH2:14][C:13]=2[C:9]([NH:8][C:4]2[CH:5]=[CH:6][CH:7]=[C:2]([C:30]3[S:34][CH:33]=[N:32][CH:31]=3)[CH:3]=2)=[N:10]1.